From a dataset of Catalyst prediction with 721,799 reactions and 888 catalyst types from USPTO. Predict which catalyst facilitates the given reaction. (1) Reactant: [Br:1][C:2]1[CH:10]=[CH:9][C:5]([C:6]([OH:8])=O)=[CH:4][CH:3]=1.[F:11][C:12]1[CH:17]=[CH:16][CH:15]=[CH:14][CH:13]=1.[Al+3].[Cl-].[Cl-].[Cl-].Cl. Product: [Br:1][C:2]1[CH:3]=[CH:4][C:5]([C:6]([C:15]2[CH:16]=[CH:17][C:12]([F:11])=[CH:13][CH:14]=2)=[O:8])=[CH:9][CH:10]=1. The catalyst class is: 820. (2) Reactant: [F:1][CH2:2][S:3][C:4]1[CH:9]=[CH:8][C:7]([CH3:10])=[CH:6][CH:5]=1.CO.C1C(=O)N(Br)C(=[O:16])C1. Product: [F:1][CH2:2][S:3]([C:4]1[CH:9]=[CH:8][C:7]([CH3:10])=[CH:6][CH:5]=1)=[O:16]. The catalyst class is: 6.